This data is from Forward reaction prediction with 1.9M reactions from USPTO patents (1976-2016). The task is: Predict the product of the given reaction. Given the reactants [Li+].CC([N-]C(C)C)C.[F:9][C:10]1[CH:11]=[N:12][CH:13]=[C:14]([F:16])[CH:15]=1.[CH:17](OC)=[O:18].C([O-])(O)=O.[Na+], predict the reaction product. The product is: [F:9][C:10]1[CH:11]=[N:12][CH:13]=[C:14]([F:16])[C:15]=1[CH:17]=[O:18].